Dataset: Forward reaction prediction with 1.9M reactions from USPTO patents (1976-2016). Task: Predict the product of the given reaction. (1) Given the reactants [NH:1]1[C:5]2=[N:6][C:7]([OH:10])=[CH:8][CH:9]=[C:4]2[CH:3]=[CH:2]1.[C:11]([O-])([O-])=O.[K+].[K+].CI, predict the reaction product. The product is: [CH3:11][O:10][C:7]1[N:6]=[C:5]2[NH:1][CH:2]=[CH:3][C:4]2=[CH:9][CH:8]=1. (2) Given the reactants [Li+].[OH-].C[O:4][C:5](=[O:26])[CH2:6][C:7]1[CH:12]=[CH:11][C:10]([NH:13][C:14]2[N:19]=[CH:18][C:17]3[N:20]=[CH:21][N:22]([CH3:23])[C:16]=3[CH:15]=2)=[C:9]([CH2:24][CH3:25])[CH:8]=1, predict the reaction product. The product is: [CH2:24]([C:9]1[CH:8]=[C:7]([CH2:6][C:5]([OH:26])=[O:4])[CH:12]=[CH:11][C:10]=1[NH:13][C:14]1[N:19]=[CH:18][C:17]2[N:20]=[CH:21][N:22]([CH3:23])[C:16]=2[CH:15]=1)[CH3:25]. (3) Given the reactants Br[CH2:2][CH:3]1[O:8][C:7]2[CH:9]=[C:10]([S:13]([CH3:16])(=[O:15])=[O:14])[CH:11]=[CH:12][C:6]=2[CH2:5][O:4]1.[CH2:17]([NH2:19])[CH3:18], predict the reaction product. The product is: [CH3:16][S:13]([C:10]1[CH:11]=[CH:12][C:6]2[CH2:5][O:4][CH:3]([CH2:2][NH:19][CH2:17][CH3:18])[O:8][C:7]=2[CH:9]=1)(=[O:15])=[O:14]. (4) Given the reactants [Br:1][C:2]1[C:3](Cl)=[N:4][C:5]([Cl:8])=[N:6][CH:7]=1.CN.C1C[O:15][CH2:14]C1, predict the reaction product. The product is: [Br:1][C:2]1[C:3]([O:15][CH3:14])=[N:4][C:5]([Cl:8])=[N:6][CH:7]=1. (5) Given the reactants [NH2:1][C:2]1[C:6]([C:7]#[N:8])=[CH:5][N:4]([C:9]2[CH:14]=[CH:13][CH:12]=[CH:11][CH:10]=2)[N:3]=1.[OH2:15], predict the reaction product. The product is: [NH2:1][C:2]1[C:6]([C:7]([NH2:8])=[O:15])=[CH:5][N:4]([C:9]2[CH:10]=[CH:11][CH:12]=[CH:13][CH:14]=2)[N:3]=1. (6) Given the reactants [F:1][C:2]1[CH:7]=[CH:6][C:5]([CH2:8][CH2:9][CH3:10])=[CH:4][C:3]=1[C:11]1[N:16]=[C:15]([C:17]([O:19]C)=[O:18])[CH:14]=[CH:13][CH:12]=1.[OH-].[Li+], predict the reaction product. The product is: [F:1][C:2]1[CH:7]=[CH:6][C:5]([CH2:8][CH2:9][CH3:10])=[CH:4][C:3]=1[C:11]1[N:16]=[C:15]([C:17]([OH:19])=[O:18])[CH:14]=[CH:13][CH:12]=1. (7) Given the reactants [CH:1]1([N:7]([C@H:18]2[CH2:23][CH2:22][C@H:21]([CH3:24])[CH2:20][CH2:19]2)[C:8]([NH:10][C:11]2[S:12][C:13]([CH:16]=[O:17])=[CH:14][N:15]=2)=[O:9])[CH2:6][CH2:5][CH2:4][CH2:3][CH2:2]1.[BH4-].[Na+].O, predict the reaction product. The product is: [CH:1]1([N:7]([C@H:18]2[CH2:19][CH2:20][C@H:21]([CH3:24])[CH2:22][CH2:23]2)[C:8]([NH:10][C:11]2[S:12][C:13]([CH2:16][OH:17])=[CH:14][N:15]=2)=[O:9])[CH2:6][CH2:5][CH2:4][CH2:3][CH2:2]1. (8) Given the reactants [CH:1]1([C:6]2[CH:11]=[C:10]([C:12]3[C:24]4[C:23]([CH3:25])=[C:22]([CH3:26])[S:21][C:20]=4[CH:19]=[C:18]4[C:13]=3[CH:14]=[CH:15][CH:16]=[CH:17]4)[CH:9]=[CH:8][C:7]=2[OH:27])[CH2:5][CH2:4][CH2:3][CH2:2]1.[C:28](OC(=O)C)(=[O:30])[CH3:29].Cl, predict the reaction product. The product is: [CH:1]1([C:6]2[CH:11]=[C:10]([C:12]3[C:24]4[C:23]([CH3:25])=[C:22]([CH3:26])[S:21][C:20]=4[CH:19]=[C:18]4[C:13]=3[CH:14]=[CH:15][CH:16]=[CH:17]4)[CH:9]=[CH:8][C:7]=2[O:27][C:28](=[O:30])[CH3:29])[CH2:2][CH2:3][CH2:4][CH2:5]1. (9) The product is: [CH3:49][C:48]([S@:46]([NH:24][C@@H:23]([C:25]1[CH:30]=[CH:29][CH:28]=[CH:27][CH:26]=1)[C:22]([CH3:21])([C:32]1[CH:37]=[CH:36][CH:35]=[CH:34][N:33]=1)[CH3:31])=[O:47])([CH3:51])[CH3:50]. Given the reactants CC(C)([O-])C.[K+].C(NC(C)C)(C)C.C([Li])CCC.Cl.Cl.[CH3:21][C:22]([C:32]1[CH:37]=[CH:36][CH:35]=[CH:34][N:33]=1)([CH3:31])[CH:23]([C:25]1[CH:30]=[CH:29][CH:28]=[CH:27][CH:26]=1)[NH2:24].C(=N/[S@@:46]([C:48]([CH3:51])([CH3:50])[CH3:49])=[O:47])\C1C=CC=CC=1, predict the reaction product. (10) Given the reactants C([O:3][P:4]([CH2:7][C:8]1[CH:13]=[CH:12][C:11]([C:14](=[O:35])[NH:15][C:16]2[CH:21]=[C:20]([C:22]3[S:23][CH:24]=[CH:25][CH:26]=3)[CH:19]=[CH:18][C:17]=2[NH:27][C:28]([O:30][C:31]([CH3:34])([CH3:33])[CH3:32])=[O:29])=[CH:10][CH:9]=1)([CH3:6])=[O:5])C.[OH-].[Na+].Cl, predict the reaction product. The product is: [C:31]([O:30][C:28]([NH:27][C:17]1[CH:18]=[CH:19][C:20]([C:22]2[S:23][CH:24]=[CH:25][CH:26]=2)=[CH:21][C:16]=1[NH:15][C:14]([C:11]1[CH:10]=[CH:9][C:8]([CH2:7][P:4]([CH3:6])(=[O:3])[OH:5])=[CH:13][CH:12]=1)=[O:35])=[O:29])([CH3:34])([CH3:32])[CH3:33].